From a dataset of Catalyst prediction with 721,799 reactions and 888 catalyst types from USPTO. Predict which catalyst facilitates the given reaction. (1) Reactant: CO[N:3]=[C:4]1[C:18]2[C:13](=[CH:14][CH:15]=[CH:16][CH:17]=2)[C:6]2([CH2:11][CH2:10][N:9]([CH3:12])[CH2:8][CH2:7]2)[CH2:5]1. The catalyst class is: 181. Product: [CH3:12][N:9]1[CH2:8][CH2:7][C:6]2([C:13]3[C:18](=[CH:17][CH:16]=[CH:15][CH:14]=3)[CH:4]([NH2:3])[CH2:5]2)[CH2:11][CH2:10]1. (2) Reactant: [F:1][C:2]1([F:23])[CH2:7][CH2:6][C:5]([CH2:9][NH:10][C:11]([C:13]2[C:21]3[C:16](=[N:17][CH:18]=[CH:19][C:20]=3[Cl:22])[NH:15][CH:14]=2)=[O:12])([OH:8])[CH2:4][CH2:3]1.[O:24]1[CH2:27][CH:26]([CH2:28]O)[CH2:25]1.C(P(=CC#N)(CCCC)CCCC)CCC. The catalyst class is: 11. Product: [Cl:22][C:20]1[CH:19]=[CH:18][N:17]=[C:16]2[N:15]([CH2:28][CH:26]3[CH2:27][O:24][CH2:25]3)[CH:14]=[C:13]([C:11]([NH:10][CH2:9][C:5]3([OH:8])[CH2:6][CH2:7][C:2]([F:1])([F:23])[CH2:3][CH2:4]3)=[O:12])[C:21]=12. (3) Reactant: [C:1]([OH:10])(=[O:9])[C:2]1[C:3](=[CH:5][CH:6]=[CH:7][CH:8]=1)[OH:4].[C:11]([O-:20])(=[O:19])[C:12]1[C:13](=[CH:15][CH:16]=[CH:17][CH:18]=1)[OH:14].[CH2:21]([N+:37]1[CH:42]=[CH:41][CH:40]=[CH:39][CH:38]=1)[CH2:22][CH2:23][CH2:24][CH2:25][CH2:26][CH2:27][CH2:28][CH2:29][CH2:30][CH2:31][CH2:32][CH2:33][CH2:34][CH2:35][CH3:36]. Product: [C:1]([O-:10])(=[O:9])[C:2]1[C:3](=[CH:5][CH:6]=[CH:7][CH:8]=1)[OH:4].[CH2:21]([N+:37]1[CH:38]=[CH:39][CH:40]=[CH:41][CH:42]=1)[CH2:22][CH2:23][CH2:24][CH2:25][CH2:26][CH2:27][CH2:28][CH2:29][CH2:30][CH2:31][CH2:32][CH2:33][CH2:34][CH2:35][CH3:36].[C:11]([OH:20])(=[O:19])[C:12]1[C:13](=[CH:15][CH:16]=[CH:17][CH:18]=1)[OH:14]. The catalyst class is: 21. (4) Reactant: [CH:1]1([N:6]2[CH2:12][C:11]([F:14])([F:13])[C:10](=[O:15])[N:9]([CH3:16])[C:8]3[CH:17]=[N:18][C:19]([NH:21][C:22]4[CH:30]=[CH:29][C:25]([C:26]([OH:28])=O)=[CH:24][C:23]=4[F:31])=[N:20][C:7]2=3)[CH2:5][CH2:4][CH2:3][CH2:2]1.ON1C2C=CC=CC=2N=N1.F[P-](F)(F)(F)(F)F.CN(C(N(C)C)=[N+]1C2C=CC=CC=2[N+]([O-])=N1)C.C(N(C(C)C)CC)(C)C.[CH3:75][N:76]([CH3:80])[CH2:77][CH2:78][NH2:79]. Product: [CH:1]1([N:6]2[CH2:12][C:11]([F:13])([F:14])[C:10](=[O:15])[N:9]([CH3:16])[C:8]3[CH:17]=[N:18][C:19]([NH:21][C:22]4[CH:30]=[CH:29][C:25]([C:26]([NH:79][CH2:78][CH2:77][N:76]([CH3:80])[CH3:75])=[O:28])=[CH:24][C:23]=4[F:31])=[N:20][C:7]2=3)[CH2:5][CH2:4][CH2:3][CH2:2]1. The catalyst class is: 9. (5) Reactant: [Cl:1][C:2]1[CH:3]=[C:4]([CH2:8][O:9][C:10]2[CH:19]=[C:18]3[C:13]([CH:14]=[C:15]([C:20](OCC)=[O:21])[CH:16]=[N:17]3)=[CH:12][CH:11]=2)[CH:5]=[CH:6][CH:7]=1.[H-].[H-].[H-].[H-].[Li+].[Al+3]. Product: [Cl:1][C:2]1[CH:3]=[C:4]([CH:5]=[CH:6][CH:7]=1)[CH2:8][O:9][C:10]1[CH:19]=[C:18]2[C:13]([CH:14]=[C:15]([CH2:20][OH:21])[CH:16]=[N:17]2)=[CH:12][CH:11]=1. The catalyst class is: 1. (6) Reactant: [Cl:1][C:2]1[N:7]=[C:6](Cl)[CH:5]=[CH:4][N:3]=1.C(N(C(C)C)CC)(C)C.[O:18]1[CH2:23][CH2:22][N:21]([CH2:24][CH2:25][CH2:26][NH2:27])[CH2:20][CH2:19]1. Product: [Cl:1][C:2]1[N:7]=[C:6]([NH:27][CH2:26][CH2:25][CH2:24][N:21]2[CH2:22][CH2:23][O:18][CH2:19][CH2:20]2)[CH:5]=[CH:4][N:3]=1. The catalyst class is: 729.